This data is from Forward reaction prediction with 1.9M reactions from USPTO patents (1976-2016). The task is: Predict the product of the given reaction. (1) Given the reactants Cl[C:2]1[N:11]=[C:10]([NH:12][CH2:13][CH:14]([O:21][CH3:22])[C:15]2[CH:20]=[CH:19][CH:18]=[CH:17][CH:16]=2)[C:9]2[C:4](=[CH:5][CH:6]=[CH:7][CH:8]=2)[N:3]=1.[CH3:23][C:24]1[C:29](B(O)O)=[CH:28][N:27]2[CH:33]=[CH:34][N:35]=[C:26]2[CH:25]=1.C(NC1C2C(=CC=CC=2)N=C(C2SC3C=CC=CC=3C=2)N=1)(C1C=CC=CC=1)C1C=CC=CC=1, predict the reaction product. The product is: [CH3:22][O:21][CH:14]([C:15]1[CH:20]=[CH:19][CH:18]=[CH:17][CH:16]=1)[CH2:13][NH:12][C:10]1[C:9]2[C:4](=[CH:5][CH:6]=[CH:7][CH:8]=2)[N:3]=[C:2]([C:29]2[C:24]([CH3:23])=[CH:25][C:26]3[N:27]([CH:33]=[CH:34][N:35]=3)[CH:28]=2)[N:11]=1. (2) Given the reactants [C:1]([O:5][C:6](=[O:34])[NH:7][C@H:8]([C:17]1[N:18]([CH2:30][CH2:31][CH2:32][CH3:33])[CH:19]=[C:20]([C:22]2[CH:27]=[CH:26][C:25]([Cl:28])=[CH:24][C:23]=2[Cl:29])[N:21]=1)[CH2:9][C:10]1[CH:15]=[CH:14][C:13]([OH:16])=[CH:12][CH:11]=1)([CH3:4])([CH3:3])[CH3:2].I[C:36]1[CH:45]=[CH:44][C:39]([C:40]([O:42][CH3:43])=[O:41])=[CH:38][CH:37]=1, predict the reaction product. The product is: [CH3:43][O:42][C:40](=[O:41])[C:39]1[CH:44]=[CH:45][C:36]([O:16][C:13]2[CH:12]=[CH:11][C:10]([CH2:9][C@H:8]([NH:7][C:6]([O:5][C:1]([CH3:4])([CH3:3])[CH3:2])=[O:34])[C:17]3[N:18]([CH2:30][CH2:31][CH2:32][CH3:33])[CH:19]=[C:20]([C:22]4[CH:27]=[CH:26][C:25]([Cl:28])=[CH:24][C:23]=4[Cl:29])[N:21]=3)=[CH:15][CH:14]=2)=[CH:37][CH:38]=1. (3) Given the reactants [C:1]([O:5][C:6]([N:8]1[CH2:13][CH2:12][N:11]([C:14]2[N:22]([C:23]3[CH:28]=[CH:27][CH:26]=[CH:25][C:24]=3[CH:29]=[CH2:30])[C:21]3[C:20](=[O:31])[NH:19][C:18](=[O:32])[N:17]([CH2:33][C:34]([O:36][CH2:37][CH3:38])=[O:35])[C:16]=3[N:15]=2)[CH2:10][CH2:9]1)=[O:7])([CH3:4])([CH3:3])[CH3:2].CI.[C:41](=O)([O-])[O-].[K+].[K+], predict the reaction product. The product is: [C:1]([O:5][C:6]([N:8]1[CH2:9][CH2:10][N:11]([C:14]2[N:22]([C:23]3[CH:28]=[CH:27][CH:26]=[CH:25][C:24]=3[CH:29]=[CH2:30])[C:21]3[C:20](=[O:31])[N:19]([CH3:41])[C:18](=[O:32])[N:17]([CH2:33][C:34]([O:36][CH2:37][CH3:38])=[O:35])[C:16]=3[N:15]=2)[CH2:12][CH2:13]1)=[O:7])([CH3:4])([CH3:2])[CH3:3]. (4) The product is: [CH2:1]([N:8]1[CH2:20][C@H:19]2[C@H:11]([CH2:12][C:13]3[C:18]2=[CH:17][C:16]([C:27]2[CH:26]=[CH:25][C:24]([Cl:23])=[CH:29][C:28]=2[Cl:30])=[CH:15][C:14]=3[CH3:22])[CH2:10][CH2:9]1)[C:2]1[CH:7]=[CH:6][CH:5]=[CH:4][CH:3]=1. Given the reactants [CH2:1]([N:8]1[CH2:20][C@H:19]2[C@H:11]([CH2:12][C:13]3[C:18]2=[CH:17][C:16](Br)=[CH:15][C:14]=3[CH3:22])[CH2:10][CH2:9]1)[C:2]1[CH:7]=[CH:6][CH:5]=[CH:4][CH:3]=1.[Cl:23][C:24]1[CH:29]=[C:28]([Cl:30])[CH:27]=[CH:26][C:25]=1B(O)O.O.O.O.O.O.O.O.O.[OH-].[Ba+2].[OH-].C1(P(C2C=CC=CC=2)C2C=CC=CC=2)C=CC=CC=1, predict the reaction product. (5) Given the reactants C[C@@H]1O[C@@H](OC(C[C@H](CC(O[C@H](CC([O:36][C@@H:37]2[C@@H:44]([C:45]([OH:47])=[O:46])[N:43]([CH3:48])[C:41](=[O:42])[C@H:40]([C@H:49]([O:65][C@@H:66]3[O:70][C@H:69]([CH2:71][NH2:72])[C@@H:68]([OH:73])[C@H:67]3[OH:74])[C@H:50]3[O:54][C@@H:53]([N:55]4[C:61](=[O:62])[NH:60][C:58](=[O:59])[CH:57]=[CH:56]4)[C@H:52]([OH:63])[C@@H:51]3[OH:64])[N:39]([CH3:75])[CH2:38]2)=O)CCCCCCCCCCCC(C)C)=O)C)=O)[C@H](OC)[C@H](OC)[C@H]1OC.N, predict the reaction product. The product is: [CH3:75][N:39]1[C@@H:40]([C@H:49]([O:65][C@@H:66]2[O:70][C@H:69]([CH2:71][NH2:72])[C@@H:68]([OH:73])[C@H:67]2[OH:74])[C@H:50]2[O:54][C@@H:53]([N:55]3[C:61](=[O:62])[NH:60][C:58](=[O:59])[CH:57]=[CH:56]3)[C@H:52]([OH:63])[C@@H:51]2[OH:64])[C:41](=[O:42])[N:43]([CH3:48])[C@H:44]([C:45]([OH:47])=[O:46])[C@@H:37]([OH:36])[CH2:38]1. (6) Given the reactants O=[C:2]1[NH:6][C:5]([C:7]2[CH:12]=[CH:11][CH:10]=[CH:9][N:8]=2)=[C:4]([C:13]([O:15][CH2:16][CH3:17])=[O:14])[S:3]1.N1C=CC=CC=1.P(Cl)(Cl)([Cl:26])=O, predict the reaction product. The product is: [Cl:26][C:2]1[S:3][C:4]([C:13]([O:15][CH2:16][CH3:17])=[O:14])=[C:5]([C:7]2[CH:12]=[CH:11][CH:10]=[CH:9][N:8]=2)[N:6]=1. (7) Given the reactants C[O:2][C:3]1[CH2:12][C:11]2[C:10]([N:13]3[CH2:18][CH2:17][N:16]([CH2:19][CH2:20][CH2:21][CH2:22][O:23][C:24]4[N:33]=[C:32]5[C:27]([CH:28]=[CH:29][C:30](=[O:34])[NH:31]5)=[CH:26][CH:25]=4)[CH2:15][CH2:14]3)=[CH:9][CH:8]=[CH:7][C:6]=2[CH2:5][CH:4]=1.Cl, predict the reaction product. The product is: [O:2]=[C:3]1[CH2:12][C:11]2[C:10]([N:13]3[CH2:14][CH2:15][N:16]([CH2:19][CH2:20][CH2:21][CH2:22][O:23][C:24]4[N:33]=[C:32]5[C:27]([CH:28]=[CH:29][C:30](=[O:34])[NH:31]5)=[CH:26][CH:25]=4)[CH2:17][CH2:18]3)=[CH:9][CH:8]=[CH:7][C:6]=2[CH2:5][CH2:4]1.